This data is from Cav3 T-type calcium channel HTS with 100,875 compounds. The task is: Binary Classification. Given a drug SMILES string, predict its activity (active/inactive) in a high-throughput screening assay against a specified biological target. The molecule is Clc1ccc(N2CCN(CC2)C(=O)c2cc3OCOc3cc2)cc1. The result is 0 (inactive).